This data is from Peptide-MHC class I binding affinity with 185,985 pairs from IEDB/IMGT. The task is: Regression. Given a peptide amino acid sequence and an MHC pseudo amino acid sequence, predict their binding affinity value. This is MHC class I binding data. The peptide sequence is LLILSCIFA. The MHC is HLA-A68:02 with pseudo-sequence HLA-A68:02. The binding affinity (normalized) is 0.400.